Dataset: Catalyst prediction with 721,799 reactions and 888 catalyst types from USPTO. Task: Predict which catalyst facilitates the given reaction. (1) Reactant: O.C[O:3][C:4](=[O:27])[CH2:5][C@@H:6]([OH:26])[C@H:7]([N:17]([C:19]([O:21][C:22]([CH3:25])([CH3:24])[CH3:23])=[O:20])[CH3:18])[CH2:8][C:9]1[CH:14]=[CH:13][C:12]([Cl:15])=[C:11]([Cl:16])[CH:10]=1.O.[OH-].[Li+].Cl. Product: [C:22]([O:21][C:19]([N:17]([CH3:18])[C@H:7]([CH2:8][C:9]1[CH:14]=[CH:13][C:12]([Cl:15])=[C:11]([Cl:16])[CH:10]=1)[C@H:6]([OH:26])[CH2:5][C:4]([OH:27])=[O:3])=[O:20])([CH3:25])([CH3:24])[CH3:23]. The catalyst class is: 11. (2) Reactant: S([O-])([O-])=O.[Na+:5].[Na+].C(=O)([O-])O.[Na+].[CH3:12][N:13]1[CH:17]=[C:16]([S:18](Cl)(=[O:20])=[O:19])[CH:15]=[N:14]1. Product: [CH3:12][N:13]1[CH:17]=[C:16]([S:18]([O-:20])=[O:19])[CH:15]=[N:14]1.[Na+:5]. The catalyst class is: 127. (3) Reactant: [OH-].[Li+].C([O:5][C:6](=[O:59])[CH2:7][CH2:8][CH2:9][CH2:10][CH2:11][NH:12][C:13]([NH:15][C:16]1[CH:21]=[C:20]([CH3:22])[C:19]([C:23]2[CH:28]=[CH:27][CH:26]=[C:25]([S:29]([C:32]3[CH:36]=[C:35]([C:37]([NH:39][C:40]([O:42][C:43]([CH3:46])([CH3:45])[CH3:44])=[O:41])=[NH:38])[S:34][C:33]=3[S:47][CH3:48])(=[O:31])=[O:30])[CH:24]=2)=[C:18]([NH:49][C:50](=[O:58])[CH2:51][CH2:52][CH2:53][C:54]([O:56]C)=[O:55])[CH:17]=1)=[O:14])C. Product: [C:43]([O:42][C:40]([NH:39][C:37](=[NH:38])[C:35]1[S:34][C:33]([S:47][CH3:48])=[C:32]([S:29]([C:25]2[CH:24]=[C:23]([C:19]3[C:20]([CH3:22])=[CH:21][C:16]([NH:15][C:13](=[O:14])[NH:12][CH2:11][CH2:10][CH2:9][CH2:8][CH2:7][C:6]([OH:59])=[O:5])=[CH:17][C:18]=3[NH:49][C:50](=[O:58])[CH2:51][CH2:52][CH2:53][C:54]([OH:56])=[O:55])[CH:28]=[CH:27][CH:26]=2)(=[O:30])=[O:31])[CH:36]=1)=[O:41])([CH3:46])([CH3:44])[CH3:45]. The catalyst class is: 24. (4) Product: [C:1]([O:5][C:6](=[O:16])[NH:7][C@@H:8]([C:10]1([OH:15])[CH2:14][CH2:13][CH2:12][CH2:11]1)[CH3:9])([CH3:2])([CH3:3])[CH3:4]. Reactant: [C:1]([O:5][C:6](=[O:16])[NH:7][C@@H:8]([C:10]1([OH:15])[CH2:14][CH:13]=[CH:12][CH2:11]1)[CH3:9])([CH3:4])([CH3:3])[CH3:2]. The catalyst class is: 19. (5) Reactant: [Cl:1][C:2]1[CH:35]=[CH:34][C:5]([CH2:6][S:7][C:8]2[N:13]=[N:12][C:11]([O:14]CC3C=CC(OC)=CC=3)=[C:10]([O:24]CC3C=CC(OC)=CC=3)[CH:9]=2)=[CH:4][CH:3]=1.Cl.O1CCOCC1. The catalyst class is: 5. Product: [Cl:1][C:2]1[CH:3]=[CH:4][C:5]([CH2:6][S:7][C:8]2[CH:9]=[C:10]([OH:24])[C:11](=[O:14])[NH:12][N:13]=2)=[CH:34][CH:35]=1.